The task is: Predict which catalyst facilitates the given reaction.. This data is from Catalyst prediction with 721,799 reactions and 888 catalyst types from USPTO. The catalyst class is: 18. Product: [CH3:5][O:6][C:7](=[O:25])[C:8]1[C:13]([NH:14][C:15]2[CH:20]=[CH:19][C:18]([Br:21])=[CH:17][C:16]=2[Cl:22])=[C:12]([Cl:23])[C:11]([N:1]=[N+:2]=[N-:3])=[N:10][CH:9]=1. Reactant: [N-:1]=[N+:2]=[N-:3].[Na+].[CH3:5][O:6][C:7](=[O:25])[C:8]1[C:13]([NH:14][C:15]2[CH:20]=[CH:19][C:18]([Br:21])=[CH:17][C:16]=2[Cl:22])=[C:12]([Cl:23])[C:11](Cl)=[N:10][CH:9]=1.